This data is from Full USPTO retrosynthesis dataset with 1.9M reactions from patents (1976-2016). The task is: Predict the reactants needed to synthesize the given product. Given the product [F:1][C:2]1[CH:7]=[CH:6][C:5]([N:8]2[C:9](=[O:12])[S:10][N:19]([CH3:18])[C:20]2=[O:21])=[CH:4][CH:3]=1, predict the reactants needed to synthesize it. The reactants are: [F:1][C:2]1[CH:7]=[CH:6][C:5]([N:8]=[C:9]=[S:10])=[CH:4][CH:3]=1.Cl.[O-:12][Mn](=O)(=O)=O.[K+].[CH3:18][N:19]=[C:20]=[O:21].